From a dataset of Forward reaction prediction with 1.9M reactions from USPTO patents (1976-2016). Predict the product of the given reaction. (1) Given the reactants [NH2:1][CH2:2][C:3]1[CH:15]=[C:14]2[C:6]([C:7]3[C:8]([C:19]4[CH:24]=[CH:23][CH:22]=[C:21]([N:25]5[CH2:33][C:32]6[C:27](=[CH:28][CH:29]=[CH:30][CH:31]=6)[C:26]5=[O:34])[C:20]=4[CH3:35])=[CH:9][CH:10]=[C:11]([C:16]([NH2:18])=[O:17])[C:12]=3[NH:13]2)=[CH:5][CH:4]=1.[N:36]([CH:39]([CH3:41])[CH3:40])=[C:37]=[O:38], predict the reaction product. The product is: [CH:39]([NH:36][C:37](=[O:38])[NH:1][CH2:2][C:3]1[CH:15]=[C:14]2[C:6]([C:7]3[C:8]([C:19]4[CH:24]=[CH:23][CH:22]=[C:21]([N:25]5[CH2:33][C:32]6[C:27](=[CH:28][CH:29]=[CH:30][CH:31]=6)[C:26]5=[O:34])[C:20]=4[CH3:35])=[CH:9][CH:10]=[C:11]([C:16]([NH2:18])=[O:17])[C:12]=3[NH:13]2)=[CH:5][CH:4]=1)([CH3:41])[CH3:40]. (2) Given the reactants Br[CH2:2][CH2:3][CH:4]([CH3:8])[CH2:5][CH2:6]Br.C(N(C(C)C)C(C)C)C.[Cl:18][C:19]1[CH:24]=[CH:23][C:22]([C:25]2[CH:26]=[CH:27][C:28]([C:31]#[C:32][C:33]3[CH:38]=[CH:37][C:36](/[C:39](/[CH3:44])=[CH:40]/[C@H:41]([NH2:43])[CH3:42])=[CH:35][CH:34]=3)=[N:29][CH:30]=2)=[CH:21][CH:20]=1, predict the reaction product. The product is: [Cl:18][C:19]1[CH:24]=[CH:23][C:22]([C:25]2[CH:26]=[CH:27][C:28]([C:31]#[C:32][C:33]3[CH:34]=[CH:35][C:36](/[C:39](/[CH3:44])=[CH:40]/[C@H:41]([N:43]4[CH2:6][CH2:5][CH:4]([CH3:8])[CH2:3][CH2:2]4)[CH3:42])=[CH:37][CH:38]=3)=[N:29][CH:30]=2)=[CH:21][CH:20]=1. (3) Given the reactants C([O:5][C:6]([C:8]1[C:13]([O:14][CH2:15][C:16]2[CH:21]=[CH:20][CH:19]=[CH:18][CH:17]=2)=[C:12]([OH:22])[N:11]=[C:10]([CH2:23][C:24]2([C:34]3[CH:39]=[CH:38][CH:37]=[CH:36][CH:35]=3)[CH2:33][CH2:32][C:27]3([O:31][CH2:30][CH2:29][O:28]3)[CH2:26][CH2:25]2)[N:9]=1)=[O:7])(C)(C)C.O[Li].O.CO.ClCCl, predict the reaction product. The product is: [CH2:15]([O:14][C:13]1[C:8]([C:6]([OH:7])=[O:5])=[N:9][C:10]([CH2:23][C:24]2([C:34]3[CH:35]=[CH:36][CH:37]=[CH:38][CH:39]=3)[CH2:25][CH2:26][C:27]3([O:28][CH2:29][CH2:30][O:31]3)[CH2:32][CH2:33]2)=[N:11][C:12]=1[OH:22])[C:16]1[CH:17]=[CH:18][CH:19]=[CH:20][CH:21]=1. (4) Given the reactants CN(C)CCN.[CH3:7][O:8][CH2:9][CH2:10][O:11][N:12]1[C:16](=O)[C:15]2=[CH:18][CH:19]=[CH:20][CH:21]=[C:14]2C1=O.C(O)(=O)C.C([C:35]1[CH:40]=[C:39]([Cl:41])[CH:38]=[CH:37][C:36]=1[NH:42][S:43]([C:46]([F:49])([F:48])[F:47])(=[O:45])=[O:44])(=O)C1C=CC=CC=1, predict the reaction product. The product is: [Cl:41][C:39]1[CH:40]=[CH:35][C:36]([NH:42][S:43]([C:46]([F:49])([F:47])[F:48])(=[O:45])=[O:44])=[C:37]([C:16](=[N:12][O:11][CH2:10][CH2:9][O:8][CH3:7])[C:15]2[CH:14]=[CH:21][CH:20]=[CH:19][CH:18]=2)[CH:38]=1. (5) Given the reactants [Br:1][CH2:2][C:3]1[CH:12]=[CH:11][C:6]([C:7]([O:9][CH3:10])=[O:8])=[CH:5][CH:4]=1.[CH3:13][O:14][C:15]1[CH:24]=[CH:23][C:18]2[N:19]=[C:20]([SH:22])[NH:21][C:17]=2[CH:16]=1, predict the reaction product. The product is: [BrH:1].[CH3:10][O:9][C:7](=[O:8])[C:6]1[CH:11]=[CH:12][C:3]([CH2:2][S:22][C:20]2[NH:21][C:17]3[CH:16]=[C:15]([O:14][CH3:13])[CH:24]=[CH:23][C:18]=3[N:19]=2)=[CH:4][CH:5]=1. (6) Given the reactants [Cl:1][C:2]1[CH:3]=[C:4]2[C:8](=[CH:9][CH:10]=1)[N:7]([CH2:11][CH2:12][C:13]([OH:15])=O)[C:6]([CH2:16][N:17]1[C:21]3=[CH:22][N:23]=[CH:24][CH:25]=[C:20]3[C:19]3([CH2:27][CH2:26]3)[C:18]1=[O:28])=[CH:5]2.[CH:29]1([S:32]([NH2:35])(=[O:34])=[O:33])[CH2:31][CH2:30]1.Cl.CN(C)CCCN=C=NCC, predict the reaction product. The product is: [Cl:1][C:2]1[CH:3]=[C:4]2[C:8](=[CH:9][CH:10]=1)[N:7]([CH2:11][CH2:12][C:13]([NH:35][S:32]([CH:29]1[CH2:31][CH2:30]1)(=[O:34])=[O:33])=[O:15])[C:6]([CH2:16][N:17]1[C:21]3=[CH:22][N:23]=[CH:24][CH:25]=[C:20]3[C:19]3([CH2:26][CH2:27]3)[C:18]1=[O:28])=[CH:5]2. (7) Given the reactants [C:1]([O:5][C:6](=[O:20])[NH:7][C@@H:8]([CH2:13][C:14]1[CH:19]=[CH:18][CH:17]=[CH:16][CH:15]=1)[C@H:9]([OH:12])[CH2:10][NH2:11])([CH3:4])([CH3:3])[CH3:2].CCN(CC)CC.Cl[C:29]([O:31][CH2:32][C:33]1[CH:38]=[CH:37][CH:36]=[CH:35][CH:34]=1)=[O:30], predict the reaction product. The product is: [CH2:32]([O:31][C:29](=[O:30])[NH:11][CH2:10][C@@H:9]([OH:12])[C@@H:8]([NH:7][C:6]([O:5][C:1]([CH3:4])([CH3:2])[CH3:3])=[O:20])[CH2:13][C:14]1[CH:15]=[CH:16][CH:17]=[CH:18][CH:19]=1)[C:33]1[CH:38]=[CH:37][CH:36]=[CH:35][CH:34]=1. (8) The product is: [CH3:9][C:5]1[C:6]([CH3:8])=[CH:7][C:2]([NH:16][CH2:13][CH2:14][CH3:15])=[C:3]([N+:10]([O-:12])=[O:11])[CH:4]=1. Given the reactants Cl[C:2]1[CH:7]=[C:6]([CH3:8])[C:5]([CH3:9])=[CH:4][C:3]=1[N+:10]([O-:12])=[O:11].[CH2:13]([NH2:16])[CH2:14][CH3:15], predict the reaction product.